This data is from Reaction yield outcomes from USPTO patents with 853,638 reactions. The task is: Predict the reaction yield, written as a fraction of the theoretical maximum amount of product (1.0 means a 100% yield; for example, 0.34 means a 34% yield). (1) The catalyst is CO.CCOC(C)=O. The yield is 0.386. The reactants are O=[C:2]([CH2:7][C:8](=[O:10])[CH3:9])[C:3]([O:5][CH3:6])=[O:4].C[O-].[Na+].Br[C:15](=[N:20][NH:21][CH:22]1[CH2:27][CH2:26][N:25]([C:28]([O:30][CH2:31][C:32]2[CH:37]=[CH:36][CH:35]=[CH:34][CH:33]=2)=[O:29])[CH2:24][CH2:23]1)[C:16]([F:19])([F:18])[F:17].C([O-])(O)=O.[Na+]. The product is [C:8]([C:7]1[C:15]([C:16]([F:19])([F:18])[F:17])=[N:20][N:21]([CH:22]2[CH2:23][CH2:24][N:25]([C:28]([O:30][CH2:31][C:32]3[CH:33]=[CH:34][CH:35]=[CH:36][CH:37]=3)=[O:29])[CH2:26][CH2:27]2)[C:2]=1[C:3]([O:5][CH3:6])=[O:4])(=[O:10])[CH3:9]. (2) No catalyst specified. The product is [Cl:3][C:4]1[NH:13][C:12](=[O:20])[C:11]2[C:6](=[CH:7][CH:8]=[C:9]([N+:15]([O-:17])=[O:16])[CH:10]=2)[N:5]=1. The reactants are [OH-].[Na+].[Cl:3][C:4]1[N:13]=[C:12](Cl)[C:11]2[C:6](=[CH:7][CH:8]=[C:9]([N+:15]([O-:17])=[O:16])[CH:10]=2)[N:5]=1.C(O)(=[O:20])C. The yield is 0.900. (3) The yield is 0.230. The product is [CH2:24]([O:23][C:21](=[O:22])[CH2:20][NH:1][C:2]1[CH:9]=[C:8]([O:10][CH3:11])[C:7]([O:12][CH3:13])=[CH:6][C:3]=1[C:4]#[N:5])[CH3:25]. The reactants are [NH2:1][C:2]1[CH:9]=[C:8]([O:10][CH3:11])[C:7]([O:12][CH3:13])=[CH:6][C:3]=1[C:4]#[N:5].C(=O)(O)[O-].[Na+].Br[CH2:20][C:21]([O:23][CH2:24][CH3:25])=[O:22]. The catalyst is C(O)C.[I-].[Na+]. (4) The reactants are [C:1]([C:7]([O:9][CH3:10])=[O:8])#[C:2][C:3]([O:5][CH3:6])=[O:4].[CH2:11]([Mg]Cl)[C:12]1[CH:17]=[CH:16][CH:15]=[CH:14][CH:13]=1.[CH3:20]I. No catalyst specified. The product is [CH3:6][O:5][C:3](=[O:4])/[C:2](/[CH2:11][C:12]1[CH:17]=[CH:16][CH:15]=[CH:14][CH:13]=1)=[C:1](/[CH3:20])\[C:7]([O:9][CH3:10])=[O:8]. The yield is 0.240.